From a dataset of Reaction yield outcomes from USPTO patents with 853,638 reactions. Predict the reaction yield, written as a fraction of the theoretical maximum amount of product (1.0 means a 100% yield; for example, 0.34 means a 34% yield). (1) The reactants are C1(O[C:8](=[O:32])[NH:9][C:10]2[CH:15]=[CH:14][C:13]([O:16][C:17]3[C:26]4[C:21](=[CH:22][C:23]([O:29][CH3:30])=[C:24]([O:27][CH3:28])[CH:25]=4)[N:20]=[CH:19][CH:18]=3)=[CH:12][C:11]=2[F:31])C=CC=CC=1.[NH2:33][C:34]1[S:35][CH:36]=[CH:37][N:38]=1.C(OCC)(=O)C.O. The catalyst is CS(C)=O.CO. The product is [CH3:28][O:27][C:24]1[CH:25]=[C:26]2[C:21](=[CH:22][C:23]=1[O:29][CH3:30])[N:20]=[CH:19][CH:18]=[C:17]2[O:16][C:13]1[CH:14]=[CH:15][C:10]([NH:9][C:8]([NH:33][C:34]2[S:35][CH:36]=[CH:37][N:38]=2)=[O:32])=[C:11]([F:31])[CH:12]=1. The yield is 0.860. (2) The reactants are [F:1][C:2]1[CH:7]=[CH:6][CH:5]=[C:4]([NH2:8])[C:3]=1[NH2:9].[C:10](N1C=CN=C1)(N1C=CN=C1)=[O:11].N. The catalyst is C1COCC1.CO.O. The product is [F:1][C:2]1[C:3]2[NH:9][C:10](=[O:11])[NH:8][C:4]=2[CH:5]=[CH:6][CH:7]=1. The yield is 0.970. (3) The reactants are Cl.Cl.[NH2:3][C:4](=[O:40])[C@@H:5]([NH:8][CH2:9][C:10]1[CH:37]=[CH:36][C:13]([C:14]([NH:16][C:17]2[CH:22]=[CH:21][C:20]([Cl:23])=[CH:19][C:18]=2[N:24]2[CH2:29][CH2:28][N:27]([CH2:30][CH2:31][C:32]([F:35])([F:34])[F:33])[CH2:26][CH2:25]2)=[O:15])=[C:12]([F:38])[C:11]=1[F:39])[CH2:6][OH:7].[CH2:41](I)[CH3:42].CCN(C(C)C)C(C)C. The catalyst is CN(C=O)C. The product is [NH2:3][C:4](=[O:40])[C@@H:5]([N:8]([CH2:9][C:10]1[CH:37]=[CH:36][C:13]([C:14]([NH:16][C:17]2[CH:22]=[CH:21][C:20]([Cl:23])=[CH:19][C:18]=2[N:24]2[CH2:25][CH2:26][N:27]([CH2:30][CH2:31][C:32]([F:35])([F:33])[F:34])[CH2:28][CH2:29]2)=[O:15])=[C:12]([F:38])[C:11]=1[F:39])[CH2:41][CH3:42])[CH2:6][OH:7]. The yield is 0.190.